This data is from Forward reaction prediction with 1.9M reactions from USPTO patents (1976-2016). The task is: Predict the product of the given reaction. Given the reactants CO[C:3](=[O:15])[C:4]1[CH:9]=[C:8]([OH:10])[CH:7]=[C:6](OCOC)[CH:5]=1.Br[C:17]1[CH:18]=[CH:19][C:20]([S:23]([CH3:26])(=[O:25])=[O:24])=[N:21][CH:22]=1.[F:27][CH2:28][CH:29]([OH:32])[CH2:30][F:31].[NH2:33][C:34]1[S:38][N:37]=[C:36]([CH3:39])[N:35]=1, predict the reaction product. The product is: [F:27][CH2:28][CH:29]([CH2:30][F:31])[O:32][C:6]1[CH:7]=[C:8]([O:10][C:17]2[CH:22]=[N:21][C:20]([S:23]([CH3:26])(=[O:25])=[O:24])=[CH:19][CH:18]=2)[CH:9]=[C:4]([CH:5]=1)[C:3]([NH:33][C:34]1[S:38][N:37]=[C:36]([CH3:39])[N:35]=1)=[O:15].